This data is from Experimentally validated miRNA-target interactions with 360,000+ pairs, plus equal number of negative samples. The task is: Binary Classification. Given a miRNA mature sequence and a target amino acid sequence, predict their likelihood of interaction. (1) The miRNA is ssc-miR-361-3p with sequence CCCCCAGGUGUGAUUCUGAUUUGC. The protein sequence of the target gene is MQGNREMKRLFVGGLGQGISETDLQNQFGRFGEVSDVEIITRKDDQGNSQKVFAYVNIQITEADLKKCMSILNKTKWKGGTLQIQLAKESFLHRLAQEREDAKAKKEKSTTGNPTLLEKMGAVDFHMKAVPGTEVPGHKNWVVSKFGRVLPVLHLKNQQKHKIMKYDPSKYCHNIKKIPENLTETTPIAELTWELEGGNDPMSKKRRGEFSDFHIPPQKVKKVQKSNDPMESKVSNIGLRTNQVMEKNKSTHPVTAHGTAPSTVNPSKQLLVSSSGTQKPKHVVFHNSDFEIIWNKSSMS.... Result: 0 (no interaction). (2) The miRNA is hsa-miR-148b-3p with sequence UCAGUGCAUCACAGAACUUUGU. The protein sequence of the target gene is MDLSLLWVLLPLVTMAWGQYGDYGYPYQQYHDYSDDGWVNLNRQGFSYQCPQGQVIVAVRSIFSKKEGSDRQWNYACMPTPQSLGEPTECWWEEINRAGMEWYQTCSNNGLVAGFQSRYFESVLDREWQFYCCRYSKRCPYSCWLTTEYPGHYGEEMDMISYNYDYYIRGATTTFSAVERDRQWKFIMCRMTEYDCEFANV. Result: 1 (interaction). (3) The miRNA is hsa-miR-4504 with sequence UGUGACAAUAGAGAUGAACAUG. The protein sequence of the target gene is MDPLQEANGTFALNLLKILGEDSSKNVFLSPMSISSALAMVFMGAKGTTASQMAQALALDKCSGNGGGDVHQGFQSLLTEVNKTGTQYLLRTANRLFGDKTCDLLASFKDSCLKFYEAELEELDFQGATEESRQHINTWVAKKTEDKIKEVLSPGTVNSDTSLVLVNAIYFKGNWEKQFNKEHTREMPFKVSKNEEKPVQMMFKKSTFKMTYIGEIFTKILLLPYVSSELNMIIMLPDEHVELSTVEKEVTYEKFIEWTRLDKMDEEEVEVFLPKFKLEENYNMNDALYKLGMTDAFGGR.... Result: 0 (no interaction). (4) The miRNA is mmu-miR-698-3p with sequence CAUUCUCGUUUCCUUCCCU. The protein sequence of the target gene is MLYKSSDRPAHKVSMLLLCHALAIAVVQIVIFSESWAFAKNINFYNVRPPLDPTPFPNSFKCFTCENAGDNYNCNRWAEDKWCPQNTQYCLTVHHFTSHGRSTSITKKCASRSECHFVGCHHSRDSEHTECRSCCEGMICNVELPTNHTNAVFAVMHAQRTSGSSAPTLYLPVLAWVFVLPLL. Result: 0 (no interaction).